From a dataset of Peptide-MHC class II binding affinity with 134,281 pairs from IEDB. Regression. Given a peptide amino acid sequence and an MHC pseudo amino acid sequence, predict their binding affinity value. This is MHC class II binding data. (1) The peptide sequence is AEMVIHHQHVQDCDE. The MHC is HLA-DQA10303-DQB10402 with pseudo-sequence HLA-DQA10303-DQB10402. The binding affinity (normalized) is 0.228. (2) The peptide sequence is GELQYVDKIDAAFKI. The MHC is DRB1_1302 with pseudo-sequence DRB1_1302. The binding affinity (normalized) is 0.605. (3) The peptide sequence is VIIMDEAHFLDPASI. The MHC is DRB1_0404 with pseudo-sequence DRB1_0404. The binding affinity (normalized) is 0.593. (4) The peptide sequence is GTKTEAEDVIPEGWK. The MHC is DRB1_0301 with pseudo-sequence DRB1_0301. The binding affinity (normalized) is 0.